Dataset: Peptide-MHC class I binding affinity with 185,985 pairs from IEDB/IMGT. Task: Regression. Given a peptide amino acid sequence and an MHC pseudo amino acid sequence, predict their binding affinity value. This is MHC class I binding data. (1) The peptide sequence is LFQPLHTVM. The MHC is HLA-A02:01 with pseudo-sequence HLA-A02:01. The binding affinity (normalized) is 0.213. (2) The peptide sequence is NVGRILGYV. The MHC is HLA-A69:01 with pseudo-sequence HLA-A69:01. The binding affinity (normalized) is 0.874. (3) The peptide sequence is EDEEHYLM. The MHC is Mamu-B01 with pseudo-sequence Mamu-B01. The binding affinity (normalized) is 0.210. (4) The peptide sequence is YQVPFVQAF. The MHC is BoLA-D18.4 with pseudo-sequence BoLA-D18.4. The binding affinity (normalized) is 0.574. (5) The peptide sequence is VLVGVVTLYL. The MHC is HLA-A02:17 with pseudo-sequence HLA-A02:17. The binding affinity (normalized) is 0.319. (6) The MHC is HLA-B51:01 with pseudo-sequence HLA-B51:01. The binding affinity (normalized) is 0.213. The peptide sequence is MLNRYKLIY. (7) The MHC is H-2-Kb with pseudo-sequence H-2-Kb. The binding affinity (normalized) is 0.0123. The peptide sequence is DILSGIFSNPHP. (8) The peptide sequence is KYTSGRQEK. The MHC is HLA-B40:01 with pseudo-sequence HLA-B40:01. The binding affinity (normalized) is 0.0847. (9) The peptide sequence is IEEKKFGAEV. The MHC is Mamu-A11 with pseudo-sequence Mamu-A11. The binding affinity (normalized) is 0.246.